Dataset: Full USPTO retrosynthesis dataset with 1.9M reactions from patents (1976-2016). Task: Predict the reactants needed to synthesize the given product. Given the product [N:1]([CH2:6][C:7](=[O:14])[CH2:8][C:9]([O:11][CH2:12][CH3:13])=[O:10])=[N+:2]=[N-:3], predict the reactants needed to synthesize it. The reactants are: [N-:1]=[N+:2]=[N-:3].[Na+].Cl[CH2:6][C:7](=[O:14])[CH2:8][C:9]([O:11][CH2:12][CH3:13])=[O:10].[Na+].[I-].